The task is: Predict the reactants needed to synthesize the given product.. This data is from Full USPTO retrosynthesis dataset with 1.9M reactions from patents (1976-2016). (1) Given the product [CH:1]1([C:4]([NH:6][C:7]2[C:8](=[O:9])[CH2:10][CH2:11][CH2:12][C:13]=2[OH:14])=[O:5])[CH2:3][CH2:2]1, predict the reactants needed to synthesize it. The reactants are: [CH:1]1([C:4]([NH:6][C:7]2[C:13]([OH:14])=[CH:12][CH:11]=[CH:10][C:8]=2[OH:9])=[O:5])[CH2:3][CH2:2]1.Cl. (2) The reactants are: Cl.[Cl:2][C:3]1[CH:13]=[CH:12][C:6]2[CH2:7][CH2:8][NH:9][CH2:10][CH2:11][C:5]=2[C:4]=1[C:14]1[NH:15][N:16]=[N:17][C:18]=1[C:19]1[CH:24]=[CH:23][CH:22]=[CH:21][CH:20]=1.[C:25]([O:29][C:30](O[C:30]([O:29][C:25]([CH3:28])([CH3:27])[CH3:26])=[O:31])=[O:31])([CH3:28])([CH3:27])[CH3:26]. Given the product [C:25]([O:29][C:30]([N:9]1[CH2:10][CH2:11][C:5]2[C:4]([C:14]3[NH:15][N:16]=[N:17][C:18]=3[C:19]3[CH:20]=[CH:21][CH:22]=[CH:23][CH:24]=3)=[C:3]([Cl:2])[CH:13]=[CH:12][C:6]=2[CH2:7][CH2:8]1)=[O:31])([CH3:28])([CH3:27])[CH3:26], predict the reactants needed to synthesize it. (3) Given the product [Cl:28][C:29]1[CH:34]=[CH:33][CH:32]=[C:31]([F:35])[C:30]=1[CH2:36][C:37]([N:42]([O:43][CH3:44])[CH3:41])=[O:39], predict the reactants needed to synthesize it. The reactants are: F[P-](F)(F)(F)(F)F.N1(O[P+](N(C)C)(N(C)C)N(C)C)C2C=CC=CC=2N=N1.[Cl:28][C:29]1[CH:34]=[CH:33][CH:32]=[C:31]([F:35])[C:30]=1[CH2:36][C:37]([OH:39])=O.Cl.[CH3:41][NH:42][O:43][CH3:44].C(N(CC)CC)C. (4) Given the product [O:4]=[C:1]([N:5]1[CH2:10][CH2:9][N:8]([C:11]2[N:12]=[CH:13][C:14]3[CH:20]=[C:19]([C:21]4[CH:26]=[CH:25][CH:24]=[CH:23][CH:22]=4)[C:18]([C:27]4[CH:34]=[CH:33][C:30]([CH2:31][N:71]5[CH2:72][CH2:73][CH:37]([C:36]6[NH:39][C:44]([C:43]7[CH:47]=[CH:46][CH:40]=[CH:41][N:42]=7)=[N:62][N:61]=6)[CH2:69][CH2:70]5)=[CH:29][CH:28]=4)=[N:17][C:15]=3[N:16]=2)[CH2:7][CH2:6]1)[CH2:2][OH:3], predict the reactants needed to synthesize it. The reactants are: [C:1]([N:5]1[CH2:10][CH2:9][N:8]([C:11]2[N:12]=[CH:13][C:14]3[CH:20]=[C:19]([C:21]4[CH:26]=[CH:25][CH:24]=[CH:23][CH:22]=4)[C:18]([C:27]4[CH:34]=[CH:33][C:30]([CH:31]=O)=[CH:29][CH:28]=4)=[N:17][C:15]=3[N:16]=2)[CH2:7][CH2:6]1)(=[O:4])[CH2:2][OH:3].O=[C:36]([N:39]1[CH2:44][CH2:43][NH:42][CH2:41][CH2:40]1)[CH2:37]O.F[C:46](F)(F)[C:47](O)=O.N1CCC(C2NC(C3C=CC=CN=3)=[N:61][N:62]=2)CC1.[CH3:69][CH2:70][N:71](CC)[CH2:72][CH3:73].CC(O)=O.C(O[BH-](OC(=O)C)OC(=O)C)(=O)C.[Na+].